Dataset: Full USPTO retrosynthesis dataset with 1.9M reactions from patents (1976-2016). Task: Predict the reactants needed to synthesize the given product. (1) Given the product [I:15][C:16]1[CH:23]=[CH:22][C:19]([CH2:20][O:6][CH2:5][C:4]([CH3:3])([CH3:7])[O:8][CH:9]2[CH2:14][CH2:13][CH2:12][CH2:11][O:10]2)=[CH:18][CH:17]=1, predict the reactants needed to synthesize it. The reactants are: [H-].[Na+].[CH3:3][C:4]([O:8][CH:9]1[CH2:14][CH2:13][CH2:12][CH2:11][O:10]1)([CH3:7])[CH2:5][OH:6].[I:15][C:16]1[CH:23]=[CH:22][C:19]([CH2:20]Br)=[CH:18][CH:17]=1.Cl. (2) Given the product [OH:14][C:15]1[CH:20]=[CH:19][C:18]([C:2]2[C:11](=[O:12])[C:10]3[C:5](=[CH:6][CH:7]=[CH:8][CH:9]=3)[O:4][CH:3]=2)=[CH:17][CH:16]=1, predict the reactants needed to synthesize it. The reactants are: Br[C:2]1[C:11](=[O:12])[C:10]2[C:5](=[CH:6][CH:7]=[CH:8][CH:9]=2)[O:4][CH:3]=1.C[O:14][C:15]1[CH:20]=[CH:19][C:18](B(O)O)=[CH:17][CH:16]=1.C(=O)([O-])[O-].[Na+].[Na+].Cl.[NH+]1C=CC=CC=1.C([O-])(O)=O.[Na+]. (3) Given the product [C:1]([C:3](=[CH:40][CH:41]([CH3:44])[CH3:42])[C:4]([NH:6][CH2:7][CH2:8][N:9]1[C:13]2[CH:14]=[CH:15][CH:16]=[CH:17][C:12]=2[N:11]=[C:10]1[NH:18][C:19]([C:21]1[S:22][C:23]([C:26]2[CH:30]=[N:29][NH:28][CH:27]=2)=[CH:24][CH:25]=1)=[O:20])=[O:5])#[N:2], predict the reactants needed to synthesize it. The reactants are: [C:1]([CH2:3][C:4]([NH:6][CH2:7][CH2:8][N:9]1[C:13]2[CH:14]=[CH:15][CH:16]=[CH:17][C:12]=2[N:11]=[C:10]1[NH:18][C:19]([C:21]1[S:22][C:23]([C:26]2[CH:27]=[N:28][NH:29][CH:30]=2)=[CH:24][CH:25]=1)=[O:20])=[O:5])#[N:2].ClCCl.N1CCCCC1.[CH3:40][CH:41]([CH3:44])[CH:42]=O. (4) Given the product [CH3:1][O:2][C:3]([C:5]1[S:9][C:8]2[C:10]([C:13]3[CH:18]=[CH:17][CH:16]=[C:15]([NH:19][CH:27]4[CH2:32][CH2:31][CH2:30][CH2:29][CH2:28]4)[CH:14]=3)=[CH:11][S:12][C:7]=2[C:6]=1[O:20][CH2:21][C:22]([O:24][CH2:25][CH3:26])=[O:23])=[O:4], predict the reactants needed to synthesize it. The reactants are: [CH3:1][O:2][C:3]([C:5]1[S:9][C:8]2[C:10]([C:13]3[CH:18]=[CH:17][CH:16]=[C:15]([NH2:19])[CH:14]=3)=[CH:11][S:12][C:7]=2[C:6]=1[O:20][CH2:21][C:22]([O:24][CH2:25][CH3:26])=[O:23])=[O:4].[C:27]1(=O)[CH2:32][CH2:31][CH2:30][CH2:29][CH2:28]1.CC(O)=O.[BH-](OC(C)=O)(OC(C)=O)OC(C)=O.[Na+]. (5) Given the product [CH2:1]([C:8]12[C:16](=[O:17])[N:15]([CH3:18])[CH2:14][CH:13]1[CH2:12][CH2:11][NH:10][CH2:9]2)[C:2]1[CH:3]=[CH:4][CH:5]=[CH:6][CH:7]=1, predict the reactants needed to synthesize it. The reactants are: [CH2:1]([C:8]12[C:16](=[O:17])[N:15]([CH3:18])[CH2:14][CH:13]1[CH2:12][CH2:11][N:10](CC1C=CC=CC=1)[CH2:9]2)[C:2]1[CH:7]=[CH:6][CH:5]=[CH:4][CH:3]=1.[H][H]. (6) Given the product [CH2:1]([NH:8][C:9](=[O:10])[C@@H:11]([OH:12])[C@H:15]([OH:14])[CH3:16])[C:2]1[CH:7]=[CH:6][CH:5]=[CH:4][CH:3]=1, predict the reactants needed to synthesize it. The reactants are: [CH2:1]([NH:8][C:9]([C@@H:11]1[C@@H:15]([CH3:16])[O:14]C(C)(C)[O:12]1)=[O:10])[C:2]1[CH:7]=[CH:6][CH:5]=[CH:4][CH:3]=1.Cl.[OH-].[Na+].